The task is: Predict the reaction yield, written as a fraction of the theoretical maximum amount of product (1.0 means a 100% yield; for example, 0.34 means a 34% yield).. This data is from Reaction yield outcomes from USPTO patents with 853,638 reactions. (1) The reactants are [CH3:1][N:2]([CH2:12][C:13]1[CH:14]=[C:15]([C:19]2[S:23][C:22]([CH:24]=[CH:25][C:26]([OH:28])=[O:27])=[CH:21][CH:20]=2)[CH:16]=[CH:17][CH:18]=1)[C:3](=[O:11])[CH2:4][CH2:5][CH2:6][CH2:7][CH2:8][CH2:9][CH3:10]. The catalyst is CO.[Pd]. The product is [CH3:1][N:2]([CH2:12][C:13]1[CH:14]=[C:15]([C:19]2[S:23][C:22]([CH2:24][CH2:25][C:26]([OH:28])=[O:27])=[CH:21][CH:20]=2)[CH:16]=[CH:17][CH:18]=1)[C:3](=[O:11])[CH2:4][CH2:5][CH2:6][CH2:7][CH2:8][CH2:9][CH3:10]. The yield is 0.890. (2) The reactants are [CH2:1]([NH:3][CH2:4][C:5]1[CH:10]=[CH:9][C:8]([O:11][C:12]([F:15])([F:14])[F:13])=[CH:7][CH:6]=1)[CH3:2].[CH2:16]([O:18][C@H:19]([C:32]([O:34][CH2:35][CH3:36])=[O:33])[CH2:20][C:21]1[CH:31]=[CH:30][C:24]([O:25][CH2:26][C:27]([OH:29])=O)=[CH:23][CH:22]=1)[CH3:17].C(N(CC)C(C)C)(C)C.F[B-](F)(F)F.N1(OC(N(C)C)=[N+](C)C)C2C=CC=CC=2N=N1. The catalyst is C(Cl)Cl. The product is [CH2:16]([O:18][C@@H:19]([CH2:20][C:21]1[CH:22]=[CH:23][C:24]([O:25][CH2:26][C:27]([N:3]([CH2:1][CH3:2])[CH2:4][C:5]2[CH:10]=[CH:9][C:8]([O:11][C:12]([F:13])([F:14])[F:15])=[CH:7][CH:6]=2)=[O:29])=[CH:30][CH:31]=1)[C:32]([O:34][CH2:35][CH3:36])=[O:33])[CH3:17]. The yield is 0.580. (3) The reactants are [NH2:1][C:2]1[C:7]([C:8]2[N:17]([C:18]3[CH:23]=[CH:22][C:21]([C:24]4([NH:28][C:29](=[O:35])[O:30][C:31]([CH3:34])(C)C)[CH2:27][CH2:26][CH2:25]4)=[CH:20][CH:19]=3)[C:11]3=[N:12][C:13](Cl)=[CH:14][CH:15]=[C:10]3[N:9]=2)=[CH:6][CH:5]=[CH:4][N:3]=1.CC1(C)C(C)(C)OB([C:44]2[CH:45]=[C:46]([N:50]3[CH2:55][CH2:54][S:53](=O)(=[O:56])[CH2:52][CH2:51]3)[CH:47]=[CH:48][CH:49]=2)O1.[OH-:59].[Na+].CO[CH2:63][CH2:64]OC. The catalyst is C(Cl)Cl.C1C=CC(P(C2C=CC=CC=2)[C-]2C=CC=C2)=CC=1.C1C=CC(P(C2C=CC=CC=2)[C-]2C=CC=C2)=CC=1.Cl[Pd]Cl.[Fe+2]. The product is [NH2:1][C:2]1[C:7]([C:8]2[N:17]([C:18]3[CH:23]=[CH:22][C:21]([C:24]4([NH:28][C:29](=[O:35])[O:30][CH2:31][CH2:34][CH2:63][CH3:64])[CH2:27][CH2:26][CH2:25]4)=[CH:20][CH:19]=3)[C:11]3=[N:12][C:13]([C:44]4[CH:49]=[CH:48][CH:47]=[C:46]([N:50]5[CH2:55][CH2:54][S:53](=[O:56])(=[O:59])[CH2:52][CH2:51]5)[CH:45]=4)=[CH:14][CH:15]=[C:10]3[N:9]=2)=[CH:6][CH:5]=[CH:4][N:3]=1. The yield is 0.566. (4) The reactants are [Cl:1][C:2]1[CH:9]=[CH:8][C:5]([CH2:6]Cl)=[CH:4][CH:3]=1.CCN(C(C)C)C(C)C.[C:19]([O:23][C:24]([NH:26][CH:27]1[CH2:31][CH2:30][NH:29][CH2:28]1)=[O:25])([CH3:22])([CH3:21])[CH3:20]. The catalyst is CN(C=O)C. The product is [C:19]([O:23][C:24]([NH:26][CH:27]1[CH2:31][CH2:30][N:29]([CH2:6][C:5]2[CH:8]=[CH:9][C:2]([Cl:1])=[CH:3][CH:4]=2)[CH2:28]1)=[O:25])([CH3:22])([CH3:20])[CH3:21]. The yield is 0.800. (5) The reactants are [CH3:1][C:2]1[CH:3]=[CH:4][C:5]([N+:9]([O-:11])=[O:10])=[C:6]([OH:8])[CH:7]=1.[C:12]1(=O)[O:17][C:15](=[O:16])[C:14]2=[CH:18][CH:19]=[CH:20][CH:21]=[C:13]12. The catalyst is [Cl-].[Zn+2].[Cl-]. The product is [OH:8][C:6]1[CH:7]=[C:2]([CH3:1])[C:3]([C:12]2([C:3]3[C:2]([CH3:1])=[CH:7][C:6]([OH:8])=[C:5]([N+:9]([O-:11])=[O:10])[CH:4]=3)[C:13]3[C:14](=[CH:18][CH:19]=[CH:20][CH:21]=3)[C:15](=[O:16])[O:17]2)=[CH:4][C:5]=1[N+:9]([O-:11])=[O:10]. The yield is 0.810. (6) The yield is 0.440. The product is [O:31]=[C:3]1[CH2:2][O:1][CH2:27][CH2:26][N:4]1[CH:5]1[CH2:10][CH2:9][N:8]([C:11]([O:13][CH2:14][C:15]2[CH:16]=[CH:17][CH:18]=[CH:19][CH:20]=2)=[O:12])[CH2:7][CH2:6]1. The catalyst is C1COCC1. The reactants are [OH:1][CH2:2][CH2:3][NH:4][CH:5]1[CH2:10][CH2:9][N:8]([C:11]([O:13][CH2:14][C:15]2[CH:20]=[CH:19][CH:18]=[CH:17][CH:16]=2)=[O:12])[CH2:7][CH2:6]1.C(N([CH2:26][CH3:27])CC)C.ClCC(Cl)=[O:31].